From a dataset of Forward reaction prediction with 1.9M reactions from USPTO patents (1976-2016). Predict the product of the given reaction. (1) The product is: [O:25]=[C:19]1[CH:18]([N:12]2[CH2:11][C:10]3[C:14](=[CH:15][CH:16]=[C:8]([CH2:7][NH:6][C:52](=[O:53])[C:51]([F:62])([F:50])[C:55]4[CH:56]=[CH:57][C:58]([CH3:61])=[CH:59][CH:60]=4)[CH:9]=3)[C:13]2=[O:17])[CH2:23][CH2:22][C:21](=[O:24])[NH:20]1. Given the reactants CS(O)(=O)=O.[NH2:6][CH2:7][C:8]1[CH:9]=[C:10]2[C:14](=[CH:15][CH:16]=1)[C:13](=[O:17])[N:12]([CH:18]1[CH2:23][CH2:22][C:21](=[O:24])[NH:20][C:19]1=[O:25])[CH2:11]2.CN(C(ON1N=NC2C=CC=NC1=2)=[N+](C)C)C.F[P-](F)(F)(F)(F)F.[F:50][C:51]([F:62])([C:55]1[CH:60]=[CH:59][C:58]([CH3:61])=[CH:57][CH:56]=1)[C:52](O)=[O:53].C(N(C(C)C)C(C)C)C, predict the reaction product. (2) The product is: [Si:15]([O:32][CH2:33][C:34]([CH3:39])([CH3:38])[C:35]([NH:2][CH2:3][C:4]([C:6]1[CH:11]=[CH:10][CH:9]=[C:8]([N+:12]([O-:14])=[O:13])[CH:7]=1)=[O:5])=[O:36])([C:28]([CH3:30])([CH3:31])[CH3:29])([C:22]1[CH:23]=[CH:24][CH:25]=[CH:26][CH:27]=1)[C:16]1[CH:17]=[CH:18][CH:19]=[CH:20][CH:21]=1. Given the reactants Cl.[NH2:2][CH2:3][C:4]([C:6]1[CH:11]=[CH:10][CH:9]=[C:8]([N+:12]([O-:14])=[O:13])[CH:7]=1)=[O:5].[Si:15]([O:32][CH2:33][C:34]([CH3:39])([CH3:38])[C:35](O)=[O:36])([C:28]([CH3:31])([CH3:30])[CH3:29])([C:22]1[CH:27]=[CH:26][CH:25]=[CH:24][CH:23]=1)[C:16]1[CH:21]=[CH:20][CH:19]=[CH:18][CH:17]=1.CN(C(ON1N=NC2C=CC=NC1=2)=[N+](C)C)C.F[P-](F)(F)(F)(F)F.CCN(C(C)C)C(C)C, predict the reaction product. (3) Given the reactants [CH3:1][C@:2]12[C:9]([CH3:11])([CH3:10])[CH:6]([CH2:7][CH2:8]1)[C:5](=[O:12])[CH2:4][C:3]2=[O:13].C(N(CC)CC)C.[Cl:21][C:22]1[CH:23]=[C:24]([N:29]=[C:30]=[O:31])[CH:25]=[CH:26][C:27]=1[Cl:28].Cl, predict the reaction product. The product is: [Cl:21][C:22]1[CH:23]=[C:24]([NH:29][C:30]([CH:4]2[C:5](=[O:12])[CH:6]3[C:9]([CH3:10])([CH3:11])[C@@:2]([CH3:1])([CH2:8][CH2:7]3)[C:3]2=[O:13])=[O:31])[CH:25]=[CH:26][C:27]=1[Cl:28]. (4) Given the reactants [N:1]1[S:5][N:4]=[C:3]2[C:6]([S:10]([NH:13][C:14]3[CH:22]=[C:21]([Cl:23])[C:20]([Cl:24])=[CH:19][C:15]=3[C:16]([OH:18])=O)(=[O:12])=[O:11])=[CH:7][CH:8]=[CH:9][C:2]=12.Cl.[Cl:26][C:27]1[CH:28]=[C:29]([CH:34]([CH3:37])[CH2:35][NH2:36])[CH:30]=[CH:31][C:32]=1[Cl:33], predict the reaction product. The product is: [N:1]1[S:5][N:4]=[C:3]2[C:6]([S:10]([NH:13][C:14]3[CH:22]=[C:21]([Cl:23])[C:20]([Cl:24])=[CH:19][C:15]=3[C:16]([NH:36][CH2:35][CH:34]([C:29]3[CH:30]=[CH:31][C:32]([Cl:33])=[C:27]([Cl:26])[CH:28]=3)[CH3:37])=[O:18])(=[O:11])=[O:12])=[CH:7][CH:8]=[CH:9][C:2]=12. (5) The product is: [Cl:1][C:2]1[CH:3]=[C:4]([CH:9]=[CH:10][C:11]=1[O:25][C:22]1[CH:23]=[N:24][C:19]([N:13]2[CH2:18][CH2:17][CH2:16][CH2:15][CH2:14]2)=[N:20][CH:21]=1)[C:5]([NH:36][S:33]([CH3:32])(=[O:35])=[O:34])=[O:7]. Given the reactants [Cl:1][C:2]1[CH:3]=[C:4]([CH:9]=[CH:10][C:11]=1F)[C:5]([O:7]C)=O.[N:13]1([C:19]2[N:24]=[CH:23][C:22]([OH:25])=[CH:21][N:20]=2)[CH2:18][CH2:17][CH2:16][CH2:15][CH2:14]1.C(=O)([O-])[O-].[Cs+].[Cs+].[CH3:32][S:33]([NH2:36])(=[O:35])=[O:34].Cl.CN(C)CCCN=C=NCC, predict the reaction product. (6) Given the reactants [OH:1][CH2:2][CH2:3][CH2:4][C:5]1[CH:10]=[CH:9][C:8]([CH:11]2[CH2:16][CH2:15][N:14]([C:17]([O:19][C:20]([CH3:23])([CH3:22])[CH3:21])=[O:18])[CH2:13][CH:12]2[O:24][CH2:25][C:26]2[CH:35]=[CH:34][C:33]3[C:28](=[CH:29][CH:30]=[CH:31][CH:32]=3)[CH:27]=2)=[CH:7][CH:6]=1.[Cl:36][C:37]1[CH:45]=[CH:44][CH:43]=[CH:42][C:38]=1[C:39](Cl)=[O:40], predict the reaction product. The product is: [Cl:36][C:37]1[CH:45]=[CH:44][CH:43]=[CH:42][C:38]=1[C:39]([O:1][CH2:2][CH2:3][CH2:4][C:5]1[CH:6]=[CH:7][C:8]([CH:11]2[CH2:16][CH2:15][N:14]([C:17]([O:19][C:20]([CH3:21])([CH3:22])[CH3:23])=[O:18])[CH2:13][CH:12]2[O:24][CH2:25][C:26]2[CH:35]=[CH:34][C:33]3[C:28](=[CH:29][CH:30]=[CH:31][CH:32]=3)[CH:27]=2)=[CH:9][CH:10]=1)=[O:40]. (7) Given the reactants [Br:1][C:2]1[CH:3]=[CH:4][C:5]([NH2:8])=[N:6][CH:7]=1.[C:9](#[N:16])[C:10]1[CH:15]=[CH:14][CH:13]=[CH:12][CH:11]=1.O.N1C2C(=CC=C3C=2N=CC=C3)C=CC=1, predict the reaction product. The product is: [Br:1][C:2]1[CH:3]=[CH:4][C:5]2[N:6]([N:16]=[C:9]([C:10]3[CH:15]=[CH:14][CH:13]=[CH:12][CH:11]=3)[N:8]=2)[CH:7]=1. (8) Given the reactants [CH3:1][N:2]([CH3:17])[C:3]1[CH:8]=[C:7]([CH3:9])[C:6]([C:10]2[N:11]=[C:12]([NH2:15])[S:13][CH:14]=2)=[C:5]([CH3:16])[CH:4]=1.C(N(CC)CC)C.Cl.[C:26](Cl)(=[O:33])[C:27]1[CH:32]=[CH:31][N:30]=[CH:29][CH:28]=1, predict the reaction product. The product is: [CH3:17][N:2]([CH3:1])[C:3]1[CH:4]=[C:5]([CH3:16])[C:6]([C:10]2[N:11]=[C:12]([NH:15][C:26](=[O:33])[C:27]3[CH:32]=[CH:31][N:30]=[CH:29][CH:28]=3)[S:13][CH:14]=2)=[C:7]([CH3:9])[CH:8]=1.